This data is from Full USPTO retrosynthesis dataset with 1.9M reactions from patents (1976-2016). The task is: Predict the reactants needed to synthesize the given product. (1) Given the product [C:1]([O-:6])(=[O:5])[C:2]([CH3:4])=[CH2:3].[C:13]([OH:20])(=[O:19])/[CH:14]=[CH:15]\[C:16]([OH:18])=[O:17].[C:21]([OH:29])(=[O:28])[C:22]([CH2:24][C:25]([OH:27])=[O:26])=[CH2:23], predict the reactants needed to synthesize it. The reactants are: [C:1]([OH:6])(=[O:5])[C:2]([CH3:4])=[CH2:3].C(O)(=O)/C=C/C.[C:13]([OH:20])(=[O:19])/[CH:14]=[CH:15]\[C:16]([OH:18])=[O:17].[C:21]([OH:29])(=[O:28])[C:22]([CH2:24][C:25]([OH:27])=[O:26])=[CH2:23]. (2) The reactants are: P(Cl)(Cl)(Cl)(Cl)Cl.CS(O)(=O)=O.[NH2:12][C:13]1[CH:18]=[CH:17][C:16]([Br:19])=[CH:15][C:14]=1[OH:20].[Cl:21][C:22]1[CH:27]=[CH:26][C:25]([CH2:28][C:29](O)=O)=[CH:24][CH:23]=1.[OH-].[Na+]. Given the product [Br:19][C:16]1[CH:17]=[CH:18][C:13]2[N:12]=[C:29]([CH2:28][C:25]3[CH:26]=[CH:27][C:22]([Cl:21])=[CH:23][CH:24]=3)[O:20][C:14]=2[CH:15]=1, predict the reactants needed to synthesize it. (3) Given the product [N+:2]([C:5]1[CH:10]=[CH:9][CH:8]=[C:7]2[C:6]=1[NH:11][C:13]([C:16]1[CH:21]=[CH:20][CH:19]=[CH:18][N:17]=1)=[CH:14]2)([O-:4])=[O:3], predict the reactants needed to synthesize it. The reactants are: Cl.[N+:2]([C:5]1[CH:10]=[CH:9][CH:8]=[CH:7][C:6]=1[NH:11]N)([O-:4])=[O:3].[C:13]([C:16]1[CH:21]=[CH:20][CH:19]=[CH:18][N:17]=1)(=O)[CH3:14]. (4) Given the product [C:12]([O:11][C:7]([NH:8][NH:9][CH:1]1[CH2:5][CH2:4][CH2:3][CH2:2]1)=[O:10])([CH3:15])([CH3:14])[CH3:13], predict the reactants needed to synthesize it. The reactants are: [C:1]1(=O)[CH2:5][CH2:4][CH2:3][CH2:2]1.[C:7]([O:11][C:12]([CH3:15])([CH3:14])[CH3:13])(=[O:10])[NH:8][NH2:9]. (5) Given the product [F:14][C:11]1([F:13])[CH2:12][NH:8][CH:9]([CH2:15][O:16][C:17]2[CH:26]=[CH:25][C:20]([C:21]([O:23][CH3:24])=[O:22])=[CH:19][CH:18]=2)[CH2:10]1, predict the reactants needed to synthesize it. The reactants are: C(OC([N:8]1[CH2:12][C:11]([F:14])([F:13])[CH2:10][CH:9]1[CH2:15][O:16][C:17]1[CH:26]=[CH:25][C:20]([C:21]([O:23][CH3:24])=[O:22])=[CH:19][CH:18]=1)=O)(C)(C)C.C(O)(C(F)(F)F)=O.C([O-])(O)=O.[Na+]. (6) Given the product [CH2:1]([N:8]1[CH2:12][CH2:11][C@@H:10]([NH:13][C:14]([C:16]2[C:24]3[C:19](=[N:20][CH:21]=[C:22]([C:25]4[C:33]5[C:28](=[CH:29][C:30]([F:34])=[CH:31][CH:32]=5)[N:27]([CH3:35])[N:26]=4)[N:23]=3)[NH:18][CH:17]=2)=[O:15])[CH2:9]1)[C:2]1[CH:7]=[CH:6][CH:5]=[CH:4][CH:3]=1, predict the reactants needed to synthesize it. The reactants are: [CH2:1]([N:8]1[CH2:12][CH2:11][C@@H:10]([NH:13][C:14]([C:16]2[C:24]3[C:19](=[N:20][CH:21]=[C:22]([C:25]4[C:33]5[C:28](=[CH:29][C:30]([F:34])=[CH:31][CH:32]=5)[N:27]([CH3:35])[N:26]=4)[N:23]=3)[N:18](COCC[Si](C)(C)C)[CH:17]=2)=[O:15])[CH2:9]1)[C:2]1[CH:7]=[CH:6][CH:5]=[CH:4][CH:3]=1.CCCC[N+](CCCC)(CCCC)CCCC.[F-]. (7) The reactants are: [CH2:1]([O:3][C:4]([C:6]1[CH:10]=[C:9]([CH3:11])[N:8]([CH2:12][C:13]2[CH:18]=[C:17]([Br:19])[CH:16]=[CH:15][C:14]=2[OH:20])[N:7]=1)=[O:5])[CH3:2].C1(P(C2C=CC=CC=2)C2C=CC=CC=2)C=CC=CC=1.C(O[C:43](=O)[C:44]([CH2:48][CH3:49])([CH3:47])[CH2:45][CH3:46])C. Given the product [CH2:1]([O:3][C:4]([C:6]1[CH:10]=[C:9]([CH3:11])[N:8]([CH2:12][C:13]2[CH:18]=[C:17]([Br:19])[CH:16]=[CH:15][C:14]=2[O:20][CH2:43][C:44]([CH2:48][CH3:49])([CH3:47])[CH2:45][CH3:46])[N:7]=1)=[O:5])[CH3:2], predict the reactants needed to synthesize it.